Dataset: Forward reaction prediction with 1.9M reactions from USPTO patents (1976-2016). Task: Predict the product of the given reaction. (1) The product is: [Cl:62][C:59]1[CH:60]=[CH:61][C:56]([CH2:55][N:10]2[CH:11]=[C:7]([NH:6][C:4](=[O:5])[C:3]3[C:2]([F:1])=[CH:15][CH:14]=[CH:13][C:12]=3[F:16])[CH:8]=[N:9]2)=[C:57]([O:63][CH2:64][C:65]2[CH:66]=[CH:67][CH:68]=[CH:69][CH:70]=2)[CH:58]=1. Given the reactants [F:1][C:2]1[CH:15]=[CH:14][CH:13]=[C:12]([F:16])[C:3]=1[C:4]([NH:6][C:7]1[CH:8]=[N:9][NH:10][CH:11]=1)=[O:5].FC1C=CC=C(F)C=1C(NC1C=NN(CC2C=CC=CC=2COC2C=CC=CC=2)C=1)=O.C(=O)([O-])[O-].[K+].[K+].Br[CH2:55][C:56]1[CH:61]=[CH:60][C:59]([Cl:62])=[CH:58][C:57]=1[O:63][CH2:64][C:65]1[CH:70]=[CH:69][CH:68]=[CH:67][CH:66]=1, predict the reaction product. (2) Given the reactants [CH2:1]([N:8]1[CH2:13][CH2:12][N:11]([C:14]([C:16]2[CH:20]=[C:19]([CH3:21])[N:18]([C:22]3[CH:27]=[CH:26][CH:25]=[CH:24][CH:23]=3)[C:17]=2[C:28]2[CH:33]=[CH:32][CH:31]=[CH:30][CH:29]=2)=[O:15])[CH:10]([CH2:34][C:35](O)=[O:36])[CH2:9]1)[C:2]1[CH:7]=[CH:6][CH:5]=[CH:4][CH:3]=1.CC[N:40]=C=NCCCN(C)C.Cl.C(=O)(O)[O-].[Na+], predict the reaction product. The product is: [CH2:1]([N:8]1[CH2:13][CH2:12][N:11]([C:14]([C:16]2[CH:20]=[C:19]([CH3:21])[N:18]([C:22]3[CH:27]=[CH:26][CH:25]=[CH:24][CH:23]=3)[C:17]=2[C:28]2[CH:29]=[CH:30][CH:31]=[CH:32][CH:33]=2)=[O:15])[CH:10]([CH2:34][C:35]([NH2:40])=[O:36])[CH2:9]1)[C:2]1[CH:3]=[CH:4][CH:5]=[CH:6][CH:7]=1. (3) Given the reactants [Si:1]([O:8][C@@H:9]([C:25]1[CH:30]=[CH:29][CH:28]=[CH:27][C:26]=1[C:31]1[CH:36]=[CH:35][C:34]([Cl:37])=[CH:33][CH:32]=1)[CH:10]1[CH2:15][CH2:14][N:13]([C:16]2[CH:24]=[CH:23][C:19]([C:20](O)=[O:21])=[CH:18][CH:17]=2)[CH2:12][CH2:11]1)([C:4]([CH3:7])([CH3:6])[CH3:5])([CH3:3])[CH3:2].[Si:38]([O:55][CH2:56][CH2:57][N:58]([CH3:88])[CH2:59][CH2:60][C@@H:61]([NH:70][C:71]1[CH:76]=[CH:75][C:74]([S:77]([NH2:80])(=[O:79])=[O:78])=[CH:73][C:72]=1[S:81]([C:84]([F:87])([F:86])[F:85])(=[O:83])=[O:82])[CH2:62][S:63][C:64]1[CH:69]=[CH:68][CH:67]=[CH:66][CH:65]=1)([C:51]([CH3:54])([CH3:53])[CH3:52])([C:45]1[CH:50]=[CH:49][CH:48]=[CH:47][CH:46]=1)[C:39]1[CH:44]=[CH:43][CH:42]=[CH:41][CH:40]=1, predict the reaction product. The product is: [Si:1]([O:8][C@@H:9]([C:25]1[CH:30]=[CH:29][CH:28]=[CH:27][C:26]=1[C:31]1[CH:36]=[CH:35][C:34]([Cl:37])=[CH:33][CH:32]=1)[CH:10]1[CH2:15][CH2:14][N:13]([C:16]2[CH:24]=[CH:23][C:19]([C:20]([NH:80][S:77]([C:74]3[CH:75]=[CH:76][C:71]([NH:70][C@H:61]([CH2:60][CH2:59][N:58]([CH2:57][CH2:56][O:55][Si:38]([C:51]([CH3:52])([CH3:54])[CH3:53])([C:39]4[CH:40]=[CH:41][CH:42]=[CH:43][CH:44]=4)[C:45]4[CH:50]=[CH:49][CH:48]=[CH:47][CH:46]=4)[CH3:88])[CH2:62][S:63][C:64]4[CH:69]=[CH:68][CH:67]=[CH:66][CH:65]=4)=[C:72]([S:81]([C:84]([F:86])([F:87])[F:85])(=[O:82])=[O:83])[CH:73]=3)(=[O:78])=[O:79])=[O:21])=[CH:18][CH:17]=2)[CH2:12][CH2:11]1)([C:4]([CH3:7])([CH3:6])[CH3:5])([CH3:3])[CH3:2]. (4) Given the reactants [F:1][C:2]1[CH:3]=[C:4]([S:9]([OH:11])=[O:10])[CH:5]=[CH:6][C:7]=1[F:8].C(N(CC)CC)C.[Cl:19][CH2:20][CH2:21][CH2:22]I, predict the reaction product. The product is: [Cl:19][CH2:20][CH2:21][CH2:22][S:9]([C:4]1[CH:5]=[CH:6][C:7]([F:8])=[C:2]([F:1])[CH:3]=1)(=[O:11])=[O:10]. (5) Given the reactants [CH:1]([O:4][C:5](=[O:29])[NH:6][C@@H:7]1[CH2:28][C:10]2[N:11]([CH2:20][C:21]3[C:26](Cl)=[N:25][CH:24]=[CH:23][N:22]=3)[C:12]3[CH:13]=[CH:14][C:15]([C:18]#[N:19])=[CH:16][C:17]=3[C:9]=2[CH2:8]1)([CH3:3])[CH3:2].C[N:31]1C(=O)CCC1, predict the reaction product. The product is: [CH:1]([O:4][C:5](=[O:29])[NH:6][C@@H:7]1[CH2:28][C:10]2[N:11]([CH2:20][C:21]3[C:26]([NH2:31])=[N:25][CH:24]=[CH:23][N:22]=3)[C:12]3[CH:13]=[CH:14][C:15]([C:18]#[N:19])=[CH:16][C:17]=3[C:9]=2[CH2:8]1)([CH3:3])[CH3:2]. (6) The product is: [Cl:16][C:17]1[C:18]2[N:28]([CH2:29][CH2:30][OH:31])[CH:1]=[N:25][C:19]=2[CH:20]=[CH:21][C:22]=1[O:23][CH3:24]. Given the reactants [C:1](C1C2N(CC(O)=O)C=NC=2C=CC=1)#N.[Cl:16][C:17]1[C:22]([O:23][CH3:24])=[CH:21][CH:20]=[C:19]([N+:25]([O-])=O)[C:18]=1[NH:28][CH2:29][CH2:30][OH:31], predict the reaction product. (7) Given the reactants [C:7](O[C:7](=[O:11])[CH:8]([CH3:10])[CH3:9])(=[O:11])[CH:8]([CH3:10])[CH3:9].[NH:12]1[CH2:17][CH2:16][CH:15]([NH:18][C:19]([NH:21][C:22]2[CH:27]=[CH:26][C:25]([O:28][C:29]([F:32])([F:31])[F:30])=[CH:24][CH:23]=2)=[O:20])[CH2:14][CH2:13]1.CCN(CC)CC.CO.O, predict the reaction product. The product is: [C:7]([N:12]1[CH2:17][CH2:16][CH:15]([NH:18][C:19]([NH:21][C:22]2[CH:27]=[CH:26][C:25]([O:28][C:29]([F:30])([F:31])[F:32])=[CH:24][CH:23]=2)=[O:20])[CH2:14][CH2:13]1)(=[O:11])[CH:8]([CH3:9])[CH3:10]. (8) The product is: [Br:1][C:2]1[CH:3]=[N:4][N:5]([CH2:7][CH2:8][N:14]2[C:10](=[O:20])[C:11]3[C:12](=[CH:16][CH:17]=[CH:18][CH:19]=3)[C:13]2=[O:15])[CH:6]=1. Given the reactants [Br:1][C:2]1[CH:3]=[N:4][N:5]([CH2:7][CH2:8]Cl)[CH:6]=1.[C:10]1(=[O:20])[NH:14][C:13](=[O:15])[C:12]2=[CH:16][CH:17]=[CH:18][CH:19]=[C:11]12.[K], predict the reaction product.